From a dataset of Full USPTO retrosynthesis dataset with 1.9M reactions from patents (1976-2016). Predict the reactants needed to synthesize the given product. (1) Given the product [NH:3]1[C:7]2=[N:8][CH:9]=[CH:10][CH:11]=[C:6]2[C:5]([CH:12]=[N:1][OH:2])=[CH:4]1, predict the reactants needed to synthesize it. The reactants are: [NH2:1][OH:2].[NH:3]1[C:7]2=[N:8][CH:9]=[CH:10][CH:11]=[C:6]2[C:5]([CH:12]=O)=[CH:4]1. (2) The reactants are: CON(C)[C:4]([C:6]1([C:12]2[CH:13]=[N:14][C:15]([CH3:18])=[N:16][CH:17]=2)[CH2:11][CH2:10][O:9][CH2:8][CH2:7]1)=[O:5].[CH3:20][Mg+].[Br-]. Given the product [CH3:18][C:15]1[N:16]=[CH:17][C:12]([C:6]2([C:4](=[O:5])[CH3:20])[CH2:7][CH2:8][O:9][CH2:10][CH2:11]2)=[CH:13][N:14]=1, predict the reactants needed to synthesize it. (3) Given the product [CH3:7][C:5]1[N:6]=[C:2]([C:26]2[CH:25]=[N:24][CH:29]=[CH:28][CH:27]=2)[N:3]([CH2:13][C:14]2[C:23]3[C:18](=[CH:19][CH:20]=[CH:21][CH:22]=3)[CH:17]=[CH:16][CH:15]=2)[C:4]=1[C:8]([O:10][CH2:11][CH3:12])=[O:9], predict the reactants needed to synthesize it. The reactants are: Br[C:2]1[N:3]([CH2:13][C:14]2[C:23]3[C:18](=[CH:19][CH:20]=[CH:21][CH:22]=3)[CH:17]=[CH:16][CH:15]=2)[C:4]([C:8]([O:10][CH2:11][CH3:12])=[O:9])=[C:5]([CH3:7])[N:6]=1.[N:24]1[CH:29]=[CH:28][CH:27]=[C:26](B(O)O)[CH:25]=1.C(=O)([O-])[O-].[Cs+].[Cs+]. (4) Given the product [OH:36][C@@:29]1([C:27]#[C:28][C:2]2[CH:3]=[C:4]([N:8]3[C:16]4[CH2:15][CH2:14][N:13]([C:17]5[S:18][CH:19]=[CH:20][N:21]=5)[CH2:12][C:11]=4[C:10]([C:22]([O:24][CH2:25][CH3:26])=[O:23])=[N:9]3)[CH:5]=[CH:6][CH:7]=2)[CH2:33][CH2:32][N:31]([CH3:34])[C:30]1=[O:35], predict the reactants needed to synthesize it. The reactants are: Br[C:2]1[CH:3]=[C:4]([N:8]2[C:16]3[CH2:15][CH2:14][N:13]([C:17]4[S:18][CH:19]=[CH:20][N:21]=4)[CH2:12][C:11]=3[C:10]([C:22]([O:24][CH2:25][CH3:26])=[O:23])=[N:9]2)[CH:5]=[CH:6][CH:7]=1.[C:27]([C@:29]1([OH:36])[CH2:33][CH2:32][N:31]([CH3:34])[C:30]1=[O:35])#[CH:28]. (5) Given the product [OH:19][C:18]1[C:17]2[C:12](=[CH:13][CH:14]=[CH:15][N:16]=2)[N:11]=[CH:10][C:9]=1[NH:8][C:1](=[O:6])[CH2:2][CH2:3][CH2:4][CH3:5], predict the reactants needed to synthesize it. The reactants are: [C:1](Cl)(=[O:6])[CH2:2][CH2:3][CH2:4][CH3:5].[NH2:8][C:9]1[CH:10]=[N:11][C:12]2[C:17]([C:18]=1[OH:19])=[N:16][CH:15]=[CH:14][CH:13]=2.C(N(CC)CC)C. (6) Given the product [F:21][C:18]1[CH:19]=[CH:20][C:15]([S:12]([C:4]2[N:3]=[C:2]([NH:47][C:43]3[S:42][CH:46]=[CH:45][N:44]=3)[C:11]3[C:6]([CH:5]=2)=[CH:7][CH:8]=[CH:9][CH:10]=3)(=[O:14])=[O:13])=[CH:16][CH:17]=1, predict the reactants needed to synthesize it. The reactants are: Br[C:2]1[C:11]2[C:6](=[CH:7][CH:8]=[CH:9][CH:10]=2)[CH:5]=[C:4]([S:12]([C:15]2[CH:20]=[CH:19][C:18]([F:21])=[CH:17][CH:16]=2)(=[O:14])=[O:13])[N:3]=1.BrC1C2C(=CC=CC=2)C=C(S(C2C=CC(F)=CC=2)=O)N=1.[S:42]1[CH:46]=[CH:45][N:44]=[C:43]1[NH2:47].NC1C=C(C)N(C(OC(C)(C)C)=O)N=1.